From a dataset of Full USPTO retrosynthesis dataset with 1.9M reactions from patents (1976-2016). Predict the reactants needed to synthesize the given product. (1) The reactants are: [O:1]=[S:2]1(=[O:57])[CH2:7][CH2:6][N:5]([CH2:8][CH2:9][NH:10][C@:11]23[CH2:53][CH2:52][C@@H:51]([C:54]([CH3:56])=[CH2:55])[C@@H:12]2[C@@H:13]2[C@@:26]([CH3:29])([CH2:27][CH2:28]3)[C@@:25]3([CH3:30])[C@@H:16]([C@:17]4([CH3:50])[C@@H:22]([CH2:23][CH2:24]3)[C:21]([CH3:32])([CH3:31])[C:20]([C:33]3[CH2:38][CH2:37][C@:36]([CH2:48][F:49])([C:39]([O:41][CH2:42][CH2:43][Si:44]([CH3:47])([CH3:46])[CH3:45])=[O:40])[CH2:35][CH:34]=3)=[CH:19][CH2:18]4)[CH2:15][CH2:14]2)[CH2:4][CH2:3]1. Given the product [O:57]=[S:2]1(=[O:1])[CH2:7][CH2:6][N:5]([CH2:8][CH2:9][NH:10][C@:11]23[CH2:53][CH2:52][C@@H:51]([CH:54]([CH3:55])[CH3:56])[C@@H:12]2[C@@H:13]2[C@@:26]([CH3:29])([CH2:27][CH2:28]3)[C@@:25]3([CH3:30])[C@@H:16]([C@:17]4([CH3:50])[C@@H:22]([CH2:23][CH2:24]3)[C:21]([CH3:31])([CH3:32])[C:20]([C:33]3[CH2:38][CH2:37][C@:36]([CH2:48][F:49])([C:39]([O:41][CH2:42][CH2:43][Si:44]([CH3:45])([CH3:46])[CH3:47])=[O:40])[CH2:35][CH:34]=3)=[CH:19][CH2:18]4)[CH2:15][CH2:14]2)[CH2:4][CH2:3]1, predict the reactants needed to synthesize it. (2) Given the product [NH2:34][CH2:20][CH:16]1[CH2:17][CH2:18][CH2:19][C:13]2([O:12][C:11](=[O:24])[N:10]([C:6]3[CH:7]=[CH:8][CH:9]=[C:4]([O:3][CH2:1][CH3:2])[CH:5]=3)[CH2:14]2)[CH2:15]1, predict the reactants needed to synthesize it. The reactants are: [CH2:1]([O:3][C:4]1[CH:5]=[C:6]([N:10]2[CH2:14][C:13]3([CH2:19][CH2:18][CH2:17][CH:16]([C:20](OC)=O)[CH2:15]3)[O:12][C:11]2=[O:24])[CH:7]=[CH:8][CH:9]=1)[CH3:2].COC1C=CC(C[N:34]2CC3(CCCC(COCC4C=CC=CC=4)(C(OC)=O)C3)OC2=O)=CC=1.NCC1(COCC2C=CC=CC=2)CCCC2(OC(=O)N(CC3C=CC(OC)=CC=3)C2)C1. (3) Given the product [NH2:5][CH2:9][CH:10]([NH:18][C:19]([C:21]1[S:22][C:23]([C:29]2[N:33]([CH3:34])[N:32]=[CH:31][CH:30]=2)=[C:24]([Br:28])[C:25]=1[O:26][CH3:27])=[O:20])[CH2:11][C:12]1[CH:13]=[CH:14][CH:15]=[CH:16][CH:17]=1, predict the reactants needed to synthesize it. The reactants are: CC([N:5]([CH2:9][CH:10]([NH:18][C:19]([C:21]1[S:22][C:23]([C:29]2[N:33]([CH3:34])[N:32]=[CH:31][CH:30]=2)=[C:24]([Br:28])[C:25]=1[O:26][CH3:27])=[O:20])[CH2:11][C:12]1[CH:17]=[CH:16][CH:15]=[CH:14][CH:13]=1)C(=O)[O-])(C)C. (4) Given the product [C:31]([CH2:32][CH2:33][C:18]1([CH2:33][CH2:32][C:31]#[N:34])[C:17]2[CH:16]=[C:15]([C:21](=[O:27])[CH2:22][CH2:23][CH2:24][CH2:25][CH3:26])[CH:14]=[CH:13][C:12]=2[C:11]2[C:19]1=[CH:20][C:8]([C:1](=[O:7])[CH2:2][CH2:3][CH2:4][CH2:5][CH3:6])=[CH:9][CH:10]=2)#[N:34], predict the reactants needed to synthesize it. The reactants are: [C:1]([C:8]1[CH:20]=[C:19]2[C:11]([C:12]3[CH:13]=[CH:14][C:15]([C:21](=[O:27])[CH2:22][CH2:23][CH2:24][CH2:25][CH3:26])=[CH:16][C:17]=3[CH2:18]2)=[CH:10][CH:9]=1)(=[O:7])[CH2:2][CH2:3][CH2:4][CH2:5][CH3:6].C(Cl)Cl.[C:31](#[N:34])[CH:32]=[CH2:33]. (5) Given the product [C:1]([O:5][C:6]([NH:8][C@H:9]1[CH2:14][CH2:13][C@H:12]([CH2:15][O:17][S:25]([C:28]([F:31])([F:30])[F:29])(=[O:27])=[O:26])[CH2:11][CH2:10]1)=[O:7])([CH3:4])([CH3:3])[CH3:2], predict the reactants needed to synthesize it. The reactants are: [C:1]([O:5][C:6]([NH:8][C@H:9]1[CH2:14][CH2:13][C@H:12]([C:15]([O:17]C)=O)[CH2:11][CH2:10]1)=[O:7])([CH3:4])([CH3:3])[CH3:2].N1C=CC=CC=1.[S:25](O[S:25]([C:28]([F:31])([F:30])[F:29])(=[O:27])=[O:26])([C:28]([F:31])([F:30])[F:29])(=[O:27])=[O:26]. (6) Given the product [CH3:22][O:21][CH2:20][C:15]1[CH:16]=[CH:17][CH:18]=[CH:19][C:14]=1[N:11]1[CH2:12][CH2:13][NH:8][CH2:9][CH2:10]1, predict the reactants needed to synthesize it. The reactants are: C(OC([N:8]1[CH2:13][CH2:12][N:11]([C:14]2[CH:19]=[CH:18][CH:17]=[CH:16][C:15]=2[CH2:20][O:21][CH3:22])[CH2:10][CH2:9]1)=O)(C)(C)C.Cl. (7) Given the product [Cl:1][C:2]1[CH:7]=[C:6]([Cl:8])[CH:5]=[CH:4][C:3]=1[C@@:9]1([CH2:32][N:33]2[CH:37]=[CH:36][N:35]=[CH:34]2)[O:13][C@H:12]([CH2:14][O:15][C:16]2[CH:21]=[CH:20][C:19]([N:22]3[CH2:27][CH2:26][N:25]([S:28]([CH2:31][S:39]([CH3:38])(=[O:41])=[O:40])(=[O:30])=[O:29])[CH2:24][CH2:23]3)=[CH:18][CH:17]=2)[CH2:11][O:10]1, predict the reactants needed to synthesize it. The reactants are: [Cl:1][C:2]1[CH:7]=[C:6]([Cl:8])[CH:5]=[CH:4][C:3]=1[C@@:9]1([CH2:32][N:33]2[CH:37]=[CH:36][N:35]=[CH:34]2)[O:13][C@H:12]([CH2:14][O:15][C:16]2[CH:21]=[CH:20][C:19]([N:22]3[CH2:27][CH2:26][N:25]([S:28]([CH3:31])(=[O:30])=[O:29])[CH2:24][CH2:23]3)=[CH:18][CH:17]=2)[CH2:11][O:10]1.[CH3:38][S:39]([CH2:38][S:39](Cl)(=[O:41])=[O:40])(=[O:41])=[O:40].CS(Cl)(=O)=O. (8) Given the product [F:15][C:16]1[CH:17]=[C:18]([C:2]2[CH:11]=[CH:10][C:5]([C:6]([O:8][CH3:9])=[O:7])=[C:4]([N+:12]([O-:14])=[O:13])[CH:3]=2)[CH:19]=[CH:20][C:21]=1[F:22], predict the reactants needed to synthesize it. The reactants are: Cl[C:2]1[CH:11]=[CH:10][C:5]([C:6]([O:8][CH3:9])=[O:7])=[C:4]([N+:12]([O-:14])=[O:13])[CH:3]=1.[F:15][C:16]1[CH:17]=[C:18](B(O)O)[CH:19]=[CH:20][C:21]=1[F:22].[F-].[Cs+]. (9) Given the product [O:1]=[C:2]1[NH:3][C:4]2[C:9](/[C:10]/1=[CH:11]\[C:12]1[CH:20]=[C:19]3[C:15]([C:16](/[CH:29]=[CH:30]/[C:31]4[CH:36]=[CH:35][N:34]=[CH:33][CH:32]=4)=[N:17][NH:18]3)=[CH:14][CH:13]=1)=[CH:8][CH:7]=[CH:6][C:5]=2[NH:37][C:38](=[O:40])[CH3:39], predict the reactants needed to synthesize it. The reactants are: [O:1]=[C:2]1[NH:3][C:4]2[C:9](/[C:10]/1=[CH:11]\[C:12]1[CH:20]=[C:19]3[C:15]([C:16](/[CH:29]=[CH:30]/[C:31]4[CH:36]=[CH:35][N:34]=[CH:33][CH:32]=4)=[N:17][N:18]3COCC[Si](C)(C)C)=[CH:14][CH:13]=1)=[CH:8][CH:7]=[CH:6][C:5]=2[NH:37][C:38](=[O:40])[CH3:39].B(F)(F)F.CCOCC.Cl. (10) Given the product [NH2:30][C:26]1[CH:25]=[C:24]([C:8]2[CH:9]=[C:10]3[C:5]([C:4]([CH3:20])([CH3:21])[C:3](=[O:22])[N:2]3[CH3:1])=[CH:6][CH:7]=2)[CH:29]=[N:28][CH:27]=1, predict the reactants needed to synthesize it. The reactants are: [CH3:1][N:2]1[C:10]2[C:5](=[CH:6][CH:7]=[C:8](B3OC(C)(C)C(C)(C)O3)[CH:9]=2)[C:4]([CH3:21])([CH3:20])[C:3]1=[O:22].Br[C:24]1[CH:25]=[C:26]([NH2:30])[CH:27]=[N:28][CH:29]=1.